Dataset: Forward reaction prediction with 1.9M reactions from USPTO patents (1976-2016). Task: Predict the product of the given reaction. (1) Given the reactants [CH3:1][O:2][C:3]1[C:8]([NH2:9])=[CH:7][CH:6]=[CH:5][N:4]=1.N1(C(N2C=CN=C2)=S)C=CN=[CH:11]1.[Cl:22][C:23]1[CH:28]=[CH:27][CH:26]=[C:25]([Cl:29])[C:24]=1[C:30]1[NH:31][C:32]2[CH:38]=[C:37]([C:39]([NH:41][NH2:42])=[O:40])[CH:36]=[CH:35][C:33]=2[N:34]=1.CCN=C=NCCCN(C)C, predict the reaction product. The product is: [Cl:22][C:23]1[CH:28]=[CH:27][CH:26]=[C:25]([Cl:29])[C:24]=1[C:30]1[NH:31][C:32]2[CH:38]=[C:37]([C:39]3[O:40][C:11]([NH:9][C:8]4[C:3]([O:2][CH3:1])=[N:4][CH:5]=[CH:6][CH:7]=4)=[N:42][N:41]=3)[CH:36]=[CH:35][C:33]=2[N:34]=1. (2) Given the reactants [NH:1]1[C:5]2[CH:6]=[CH:7][CH:8]=[CH:9][C:4]=2[N:3]=[N:2]1.S(Cl)(Cl)=O.[CH3:14][C:15]([CH3:20])=[CH:16][C:17](O)=[O:18], predict the reaction product. The product is: [N:1]1([C:17](=[O:18])[CH:16]=[C:15]([CH3:20])[CH3:14])[C:5]2[CH:6]=[CH:7][CH:8]=[CH:9][C:4]=2[N:3]=[N:2]1.